From a dataset of Full USPTO retrosynthesis dataset with 1.9M reactions from patents (1976-2016). Predict the reactants needed to synthesize the given product. (1) Given the product [F:16][C:17]1[N:22]=[CH:21][C:20]([C:2]2[C:11]3[C:6](=[CH:7][C:8]([O:14][CH3:15])=[C:9]([O:12][CH3:13])[CH:10]=3)[N:5]=[N:4][CH:3]=2)=[CH:19][CH:18]=1, predict the reactants needed to synthesize it. The reactants are: Br[C:2]1[C:11]2[C:6](=[CH:7][C:8]([O:14][CH3:15])=[C:9]([O:12][CH3:13])[CH:10]=2)[N:5]=[N:4][CH:3]=1.[F:16][C:17]1[N:22]=[CH:21][C:20](B(O)O)=[CH:19][CH:18]=1.C(=O)([O-])[O-].[Cs+].[Cs+]. (2) Given the product [C:11]1([C:3]2[CH:4]=[C:5]([CH2:8][CH2:9][OH:10])[CH:6]=[CH:7][C:2]=2[NH:1][C:33]([C:22]2[NH:21][C:20]([C:18]#[N:19])=[CH:24][N:23]=2)=[O:34])[CH2:16][CH2:15][CH2:14][CH2:13][CH:12]=1, predict the reactants needed to synthesize it. The reactants are: [NH2:1][C:2]1[CH:7]=[CH:6][C:5]([CH2:8][CH2:9][OH:10])=[CH:4][C:3]=1[C:11]1[CH2:16][CH2:15][CH2:14][CH2:13][CH:12]=1.[K+].[C:18]([C:20]1[N:21]=[C:22]([C:33]([O-])=[O:34])[N:23](COCC[Si](C)(C)C)[CH:24]=1)#[N:19]. (3) Given the product [C:35]([O:34][C:32]([NH:18][CH:8]([C:7]1[CH:10]=[CH:11][C:4]([O:3][C:2]([F:13])([F:12])[F:1])=[CH:5][CH:6]=1)[C:14]([O:15][CH3:20])=[O:17])=[O:33])([CH3:36])([CH3:37])[CH3:38], predict the reactants needed to synthesize it. The reactants are: [F:1][C:2]([F:13])([F:12])[O:3][C:4]1[CH:11]=[CH:10][C:7]([CH:8]=O)=[CH:6][CH:5]=1.[C:14](=[O:17])([O-])[O-:15].[NH4+:18].[NH4+].[C-:20]#N.[K+].Cl.[C:32](O[C:32]([O:34][C:35]([CH3:38])([CH3:37])[CH3:36])=[O:33])([O:34][C:35]([CH3:38])([CH3:37])[CH3:36])=[O:33].[OH-].[Na+].CI.C(=O)([O-])[O-].[K+].[K+]. (4) The reactants are: [OH:1][C:2]([C:5]1[C:6]([O:11][CH:12]2[CH2:17][N:16](C(OC(C)(C)C)=O)[CH:15]([CH3:25])[CH2:14][CH2:13]2)=[N:7][CH:8]=[CH:9][CH:10]=1)([CH3:4])[CH3:3].Cl. Given the product [CH3:25][C@H:15]1[NH:16][CH2:17][C@H:12]([O:11][C:6]2[C:5]([C:2]([OH:1])([CH3:4])[CH3:3])=[CH:10][CH:9]=[CH:8][N:7]=2)[CH2:13][CH2:14]1, predict the reactants needed to synthesize it. (5) Given the product [CH:15]1([CH2:14][CH:13]([C:20]2[CH:25]=[CH:24][C:23]([Cl:26])=[C:22]([Cl:27])[CH:21]=2)[C:12]([NH:11][C:8]2[S:9][CH:10]=[C:6]([CH2:5][C:4]([OH:29])=[O:3])[N:7]=2)=[O:28])[CH2:19][CH2:18][CH2:17][CH2:16]1, predict the reactants needed to synthesize it. The reactants are: C([O:3][C:4](=[O:29])[CH2:5][C:6]1[N:7]=[C:8]([NH:11][C:12](=[O:28])[CH:13]([C:20]2[CH:25]=[CH:24][C:23]([Cl:26])=[C:22]([Cl:27])[CH:21]=2)[CH2:14][CH:15]2[CH2:19][CH2:18][CH2:17][CH2:16]2)[S:9][CH:10]=1)C.[OH-].[Na+]. (6) Given the product [NH2:1][C:2]1[C:10]2[C:5](=[CH:6][CH:7]=[CH:8][C:9]=2[F:11])[C:4]([C:19]2[CH:20]=[C:21]([CH3:29])[C:22]([O:27][CH3:28])=[C:23]([CH:26]=2)[C:24]#[N:25])([C:12]2[CH:17]=[CH:16][CH:15]=[C:14]([C:34]3[CH:35]=[N:30][CH:31]=[N:32][CH:33]=3)[CH:13]=2)[N:3]=1, predict the reactants needed to synthesize it. The reactants are: [NH2:1][C:2]1[C:10]2[C:5](=[CH:6][CH:7]=[CH:8][C:9]=2[F:11])[C:4]([C:19]2[CH:20]=[C:21]([CH3:29])[C:22]([O:27][CH3:28])=[C:23]([CH:26]=2)[C:24]#[N:25])([C:12]2[CH:17]=[CH:16][CH:15]=[C:14](Br)[CH:13]=2)[N:3]=1.[N:30]1[CH:35]=[C:34](B(O)O)[CH:33]=[N:32][CH:31]=1. (7) Given the product [CH3:1][C@@H:2]1[CH2:6][N:5]([CH2:7][C:8]2[CH:9]=[N:10][C:11]([CH3:14])=[CH:32][N:33]=2)[CH2:4][C@H:3]1[C:15]1[NH:16][C:17](=[O:30])[C:18]2[CH:23]=[N:22][N:21]([CH:24]3[CH2:25][CH2:26][O:27][CH2:28][CH2:29]3)[C:19]=2[N:20]=1, predict the reactants needed to synthesize it. The reactants are: [CH3:1][C@@H:2]1[CH2:6][N:5]([CH2:7][C:8]2[CH:9]=[N:10][C:11]([CH3:14])=NC=2)[CH2:4][C@H:3]1[C:15]1[NH:16][C:17](=[O:30])[C:18]2[CH:23]=[N:22][N:21]([CH:24]3[CH2:29][CH2:28][O:27][CH2:26][CH2:25]3)[C:19]=2[N:20]=1.C[C:32]1[N:33]=CC(C=O)=NC=1. (8) Given the product [CH3:25][C:2]([CH3:1])([CH3:26])[CH2:3][C:4]([NH:6][C:7]1[CH:8]=[C:9]2[C:13](=[CH:14][CH:15]=1)[N:12]([C:16]1[CH:17]=[CH:18][CH:19]=[CH:20][CH:21]=1)[C:11]([C:22]([NH:39][C:40]1[CH:41]=[CH:42][C:43]([NH:46][C:47](=[O:53])[O:48][C:49]([CH3:51])([CH3:50])[CH3:52])=[CH:44][CH:45]=1)=[O:23])=[CH:10]2)=[O:5], predict the reactants needed to synthesize it. The reactants are: [CH3:1][C:2]([CH3:26])([CH3:25])[CH2:3][C:4]([NH:6][C:7]1[CH:8]=[C:9]2[C:13](=[CH:14][CH:15]=1)[N:12]([C:16]1[CH:21]=[CH:20][CH:19]=[CH:18][CH:17]=1)[C:11]([C:22](O)=[O:23])=[CH:10]2)=[O:5].CN(C)CCCN=C=NCC.Cl.[NH2:39][C:40]1[CH:45]=[CH:44][C:43]([NH:46][C:47](=[O:53])[O:48][C:49]([CH3:52])([CH3:51])[CH3:50])=[CH:42][CH:41]=1. (9) Given the product [CH2:23]([N:30]1[CH2:35][CH2:34][N:33]([CH2:21][CH2:20][CH2:19][C:17]2[O:16][N:15]=[C:14]([C:10]3[CH:11]=[CH:12][CH:13]=[C:8]([O:1][C:2]4[CH:3]=[CH:4][CH:5]=[CH:6][CH:7]=4)[CH:9]=3)[CH:18]=2)[CH2:32][CH2:31]1)[C:24]1[CH:25]=[CH:26][CH:27]=[CH:28][CH:29]=1, predict the reactants needed to synthesize it. The reactants are: [O:1]([C:8]1[CH:9]=[C:10]([C:14]2[CH:18]=[C:17]([CH2:19][CH2:20][CH:21]=O)[O:16][N:15]=2)[CH:11]=[CH:12][CH:13]=1)[C:2]1[CH:7]=[CH:6][CH:5]=[CH:4][CH:3]=1.[CH2:23]([N:30]1[CH2:35][CH2:34][NH:33][CH2:32][CH2:31]1)[C:24]1[CH:29]=[CH:28][CH:27]=[CH:26][CH:25]=1.[BH-](OC(C)=O)(OC(C)=O)OC(C)=O.[Na+].